From a dataset of Forward reaction prediction with 1.9M reactions from USPTO patents (1976-2016). Predict the product of the given reaction. (1) Given the reactants [CH:1]1([C:4]#[C:5][C:6]2[CH:11]=[C:10]([I:12])[N:9]=[N:8][C:7]=2[NH2:13])[CH2:3][CH2:2]1, predict the reaction product. The product is: [CH:1]1([C:4]2[NH:13][C:7]3[N:8]=[N:9][C:10]([I:12])=[CH:11][C:6]=3[CH:5]=2)[CH2:3][CH2:2]1. (2) Given the reactants [N:1]#[C:2]Br.[CH2:4]([C:6]1[C:15]([CH3:16])=[C:14]([OH:17])[CH:13]=[CH:12][C:7]=1[C:8]([NH:10][NH2:11])=[O:9])[CH3:5].C(=O)([O-])O.[Na+].CN(C=O)C, predict the reaction product. The product is: [NH2:1][C:2]1[O:9][C:8]([C:7]2[CH:12]=[CH:13][C:14]([OH:17])=[C:15]([CH3:16])[C:6]=2[CH2:4][CH3:5])=[N:10][N:11]=1. (3) Given the reactants [NH2:1][CH2:2][CH2:3][NH:4][C:5](=[O:11])[O:6][C:7]([CH3:10])([CH3:9])[CH3:8].[CH3:12][C:13]([CH3:18])([CH3:17])[CH2:14][CH:15]=O.[S-:19][C:20]#[N:21].[K+].II, predict the reaction product. The product is: [C:13]([C:14]1[S:19][C:20](=[NH:21])[N:1]([CH2:2][CH2:3][NH:4][C:5](=[O:11])[O:6][C:7]([CH3:8])([CH3:10])[CH3:9])[CH:15]=1)([CH3:18])([CH3:17])[CH3:12]. (4) Given the reactants C(OC(N1CCC(CCN2CCN(C3C=[CH:26][C:25]([C:28]4[N:32]=C(C)O[N:29]=4)=[CH:24]C=3)CC2)CC1)=O)(C)(C)C.[C:34]([O:38][C:39]([N:41]1[CH2:46][CH2:45][CH:44]([CH2:47][CH2:48][N:49]2[CH2:54][CH2:53][N:52]([C:55]3[CH:60]=[CH:59][C:58]([C:61]([OH:63])=O)=[CH:57][CH:56]=3)[CH2:51][CH2:50]2)[CH2:43][CH2:42]1)=[O:40])([CH3:37])([CH3:36])[CH3:35].ONC(=N)C(C)C, predict the reaction product. The product is: [C:34]([O:38][C:39]([N:41]1[CH2:42][CH2:43][CH:44]([CH2:47][CH2:48][N:49]2[CH2:54][CH2:53][N:52]([C:55]3[CH:60]=[CH:59][C:58]([C:61]4[O:63][N:32]=[C:28]([CH:25]([CH3:26])[CH3:24])[N:29]=4)=[CH:57][CH:56]=3)[CH2:51][CH2:50]2)[CH2:45][CH2:46]1)=[O:40])([CH3:37])([CH3:35])[CH3:36]. (5) Given the reactants [CH3:1][O:2][C:3]1[CH:23]=[CH:22][C:6]([CH2:7][N:8]2[CH:12]=[C:11]([C:13](=[O:16])[CH:14]=[CH2:15])[C:10]([CH:17]([OH:21])[CH:18]([CH3:20])[CH3:19])=[N:9]2)=[CH:5][CH:4]=1.B(F)(F)F.CCOCC, predict the reaction product. The product is: [CH3:1][O:2][C:3]1[CH:23]=[CH:22][C:6]([CH2:7][N:8]2[CH:12]=[C:11]3[C:13](=[O:16])[CH2:14][CH2:15][O:21][CH:17]([CH:18]([CH3:20])[CH3:19])[C:10]3=[N:9]2)=[CH:5][CH:4]=1. (6) Given the reactants [C:1]1([C:7]([C:15]2[CH:20]=[CH:19][CH:18]=[CH:17][CH:16]=2)=[N:8][CH2:9][C:10]([O:12][CH2:13][CH3:14])=[O:11])[CH:6]=[CH:5][CH:4]=[CH:3][CH:2]=1.[CH3:21][C:22]([CH3:25])([O-])[CH3:23].[Na+].C(Cl)C(=C)C, predict the reaction product. The product is: [C:1]1([C:7](=[N:8][CH:9]([CH2:23][C:22]([CH3:25])=[CH2:21])[C:10]([O:12][CH2:13][CH3:14])=[O:11])[C:15]2[CH:20]=[CH:19][CH:18]=[CH:17][CH:16]=2)[CH:2]=[CH:3][CH:4]=[CH:5][CH:6]=1. (7) The product is: [CH3:27][C:26]1[S:25][C:24]([C:28]2[CH:33]=[CH:32][CH:31]=[CH:30][CH:29]=2)=[N:23][C:22]=1[CH2:21][O:20][C:17]1[CH:16]=[CH:15][C:14]([CH2:13][CH2:12][CH2:11][C@H:7]2[O:6][C:4](=[O:3])[NH:10][C:8]2=[O:9])=[CH:19][CH:18]=1. Given the reactants C([O:3][C:4]([O:6][C@H:7]([CH2:11][CH2:12][CH2:13][C:14]1[CH:19]=[CH:18][C:17]([O:20][CH2:21][C:22]2[N:23]=[C:24]([C:28]3[CH:33]=[CH:32][CH:31]=[CH:30][CH:29]=3)[S:25][C:26]=2[CH3:27])=[CH:16][CH:15]=1)[C:8]([NH2:10])=[O:9])=O)C.C1CCN2C(=NCCC2)CC1.O.Cl, predict the reaction product. (8) Given the reactants O[CH2:2][C:3]([CH3:14])([CH3:13])[CH2:4][NH:5][C:6](=[O:12])[O:7][C:8]([CH3:11])([CH3:10])[CH3:9].C(N(CC)CC)C.[CH3:22][S:23](Cl)(=O)=O.C(=O)(O)[O-].[Na+], predict the reaction product. The product is: [CH3:13][C:3]([CH3:14])([CH2:2][S:23][CH3:22])[CH2:4][NH:5][C:6](=[O:12])[O:7][C:8]([CH3:11])([CH3:10])[CH3:9]. (9) The product is: [C:25]([C:22]1[CH:23]=[C:24]2[C:19](=[CH:20][CH:21]=1)[NH:18][CH:17]=[C:16]2[CH2:15][CH2:14][CH2:13][CH2:12][N:33]1[CH2:32][CH2:31][N:30]([C:34]2[N:39]=[C:38]([C:40]([NH2:42])=[O:41])[CH:37]=[CH:36][N:35]=2)[CH2:29][CH:28]1[CH3:27])#[N:26]. Given the reactants CC1C=CC(S(O[CH2:12][CH2:13][CH2:14][CH2:15][C:16]2[C:24]3[C:19](=[CH:20][CH:21]=[C:22]([C:25]#[N:26])[CH:23]=3)[NH:18][CH:17]=2)(=O)=O)=CC=1.[CH3:27][CH:28]1[NH:33][CH2:32][CH2:31][N:30]([C:34]2[N:39]=[C:38]([C:40]([NH2:42])=[O:41])[CH:37]=[CH:36][N:35]=2)[CH2:29]1.C(=O)([O-])[O-].[K+].[K+].[I-].[K+], predict the reaction product. (10) Given the reactants C([O:5][CH2:6][C@@H:7]([CH3:51])[C:8]([NH:10][C:11]1[CH:16]=[CH:15][C:14]([C:17]2[S:40][C:20]3[N:21]([CH2:31][C:32]4[C:37]([F:38])=[CH:36][CH:35]=[CH:34][C:33]=4[F:39])[CH:22]=[C:23]([C:26](=[O:30])[CH:27]([CH3:29])[CH3:28])[C:24](=[O:25])[C:19]=3[C:18]=2[CH2:41][N:42]([CH2:44][C:45]2[CH:50]=[CH:49][CH:48]=[CH:47][CH:46]=2)[CH3:43])=[CH:13][CH:12]=1)=[O:9])(C)(C)C, predict the reaction product. The product is: [OH:5][CH2:6][C@@H:7]([CH3:51])[C:8]([NH:10][C:11]1[CH:12]=[CH:13][C:14]([C:17]2[S:40][C:20]3[N:21]([CH2:31][C:32]4[C:37]([F:38])=[CH:36][CH:35]=[CH:34][C:33]=4[F:39])[CH:22]=[C:23]([C:26](=[O:30])[CH:27]([CH3:28])[CH3:29])[C:24](=[O:25])[C:19]=3[C:18]=2[CH2:41][N:42]([CH2:44][C:45]2[CH:46]=[CH:47][CH:48]=[CH:49][CH:50]=2)[CH3:43])=[CH:15][CH:16]=1)=[O:9].